Dataset: Full USPTO retrosynthesis dataset with 1.9M reactions from patents (1976-2016). Task: Predict the reactants needed to synthesize the given product. (1) Given the product [C:1]([O:5][C:6]([N:8]1[C:12]2[CH:13]=[C:14]([NH:17][C:21]3[C:22]4[N:23]([CH:25]=[CH:26][N:27]=4)[CH:24]=[C:19]([Br:18])[N:20]=3)[CH:15]=[CH:16][C:11]=2[N:10]=[CH:9]1)=[O:7])([CH3:4])([CH3:2])[CH3:3], predict the reactants needed to synthesize it. The reactants are: [C:1]([O:5][C:6]([N:8]1[C:12]2[CH:13]=[C:14]([NH2:17])[CH:15]=[CH:16][C:11]=2[N:10]=[CH:9]1)=[O:7])([CH3:4])([CH3:3])[CH3:2].[Br:18][C:19]1[N:20]=[C:21](Br)[C:22]2[N:23]([CH:25]=[CH:26][N:27]=2)[CH:24]=1.C([O-])([O-])=O.[K+].[K+]. (2) Given the product [F:19][C:13]([F:20])([C:2]1[CH:7]=[CH:6][CH:5]=[C:4]([O:8][CH2:9][O:10][CH3:11])[CH:3]=1)[C:14]([O:16][CH2:17][CH3:18])=[O:15], predict the reactants needed to synthesize it. The reactants are: I[C:2]1[CH:7]=[CH:6][CH:5]=[C:4]([O:8][CH2:9][O:10][CH3:11])[CH:3]=1.Br[C:13]([F:20])([F:19])[C:14]([O:16][CH2:17][CH3:18])=[O:15]. (3) Given the product [N:6]1([C:4]([C:3](=[CH:19][C:20]2[CH:25]=[CH:24][C:23]([NH:26][C:27]3[N:28]=[C:29]4[C:35]([C:36](=[O:41])[C:37]([CH3:39])([CH3:38])[CH3:40])=[CH:34][NH:33][C:30]4=[N:31][CH:32]=3)=[CH:22][CH:21]=2)[C:1]#[N:2])=[O:5])[CH2:7][CH2:8][NH:9][CH2:10][CH2:11]1, predict the reactants needed to synthesize it. The reactants are: [C:1]([C:3](=[CH:19][C:20]1[CH:25]=[CH:24][C:23]([NH:26][C:27]2[N:28]=[C:29]3[C:35]([C:36](=[O:41])[C:37]([CH3:40])([CH3:39])[CH3:38])=[CH:34][N:33](COCC[Si](C)(C)C)[C:30]3=[N:31][CH:32]=2)=[CH:22][CH:21]=1)[C:4]([N:6]1[CH2:11][CH2:10][N:9](C(OC(C)(C)C)=O)[CH2:8][CH2:7]1)=[O:5])#[N:2].C(O)(C(F)(F)F)=O.